Dataset: Full USPTO retrosynthesis dataset with 1.9M reactions from patents (1976-2016). Task: Predict the reactants needed to synthesize the given product. (1) Given the product [Cl:1][C:2]1[CH:7]=[CH:6][CH:5]=[CH:4][C:3]=1[C:8]1[O:12][C:11]([I:27])=[N:10][C:9]=1[C:13]([O:15][CH3:16])=[O:14], predict the reactants needed to synthesize it. The reactants are: [Cl:1][C:2]1[CH:7]=[CH:6][CH:5]=[CH:4][C:3]=1[C:8]1[O:12][CH:11]=[N:10][C:9]=1[C:13]([O:15][CH3:16])=[O:14].[Li+].C[Si]([N-][Si](C)(C)C)(C)C.[I:27]I.S([O-])([O-])(=O)=S.[Na+].[Na+]. (2) The reactants are: [OH:1][CH2:2][C:3]1([CH3:43])[C:8](=[O:9])[N:7]([CH2:10][CH2:11][CH2:12][CH2:13][O:14][CH3:15])[C:6]2[CH:16]=[C:17]([C:24]([N:26]([CH:40]([CH3:42])[CH3:41])[C@@H:27]3[CH2:32][CH2:31][CH2:30][N:29]([C:33]([O:35][C:36]([CH3:39])([CH3:38])[CH3:37])=[O:34])[CH2:28]3)=[O:25])[C:18]([C:20]([F:23])([F:22])[F:21])=[CH:19][C:5]=2[O:4]1.[H-].[Na+].[CH3:46][O:47][CH2:48][CH2:49]Br.[Cl-].[NH4+]. Given the product [CH:40]([N:26]([C:24]([C:17]1[C:18]([C:20]([F:23])([F:21])[F:22])=[CH:19][C:5]2[O:4][C:3]([CH2:2][O:1][CH2:49][CH2:48][O:47][CH3:46])([CH3:43])[C:8](=[O:9])[N:7]([CH2:10][CH2:11][CH2:12][CH2:13][O:14][CH3:15])[C:6]=2[CH:16]=1)=[O:25])[C@@H:27]1[CH2:32][CH2:31][CH2:30][N:29]([C:33]([O:35][C:36]([CH3:37])([CH3:39])[CH3:38])=[O:34])[CH2:28]1)([CH3:41])[CH3:42], predict the reactants needed to synthesize it.